From a dataset of Full USPTO retrosynthesis dataset with 1.9M reactions from patents (1976-2016). Predict the reactants needed to synthesize the given product. (1) Given the product [CH2:1]([N:8]1[CH2:13][CH2:12][C:11]([CH2:19][C:20]2[CH:25]=[CH:24][C:23]([O:26][CH3:27])=[CH:22][CH:21]=2)([C:14]([OH:16])=[O:15])[CH2:10][CH2:9]1)[C:2]1[CH:3]=[CH:4][CH:5]=[CH:6][CH:7]=1, predict the reactants needed to synthesize it. The reactants are: [CH2:1]([N:8]1[CH2:13][CH2:12][C:11]([CH2:19][C:20]2[CH:25]=[CH:24][C:23]([O:26][CH3:27])=[CH:22][CH:21]=2)([C:14]([O:16]CC)=[O:15])[CH2:10][CH2:9]1)[C:2]1[CH:7]=[CH:6][CH:5]=[CH:4][CH:3]=1.[OH-].[Na+].Cl. (2) Given the product [N:34]1[C:35]2[C:30](=[CH:29][C:28]([C:25]3([C:22]4[N:3]5[CH:4]=[C:5]([C:8]6[CH:9]=[CH:10][C:11]([C:12]([O:14][C:15]([CH3:16])([CH3:17])[CH3:18])=[O:13])=[CH:19][CH:20]=6)[CH:6]=[N:7][C:2]5=[N:1][CH:23]=4)[CH2:27][CH2:26]3)=[CH:37][CH:36]=2)[CH:31]=[CH:32][CH:33]=1, predict the reactants needed to synthesize it. The reactants are: [NH2:1][C:2]1[N:7]=[CH:6][C:5]([C:8]2[CH:20]=[CH:19][C:11]([C:12]([O:14][C:15]([CH3:18])([CH3:17])[CH3:16])=[O:13])=[CH:10][CH:9]=2)=[CH:4][N:3]=1.Cl[CH:22]([C:25]1([C:28]2[CH:29]=[C:30]3[C:35](=[CH:36][CH:37]=2)[N:34]=[CH:33][CH:32]=[CH:31]3)[CH2:27][CH2:26]1)[CH:23]=O.C(N(CC)CC)C.